From a dataset of hERG potassium channel inhibition data for cardiac toxicity prediction from Karim et al.. Regression/Classification. Given a drug SMILES string, predict its toxicity properties. Task type varies by dataset: regression for continuous values (e.g., LD50, hERG inhibition percentage) or binary classification for toxic/non-toxic outcomes (e.g., AMES mutagenicity, cardiotoxicity, hepatotoxicity). Dataset: herg_karim. (1) The drug is Cc1ncoc1-c1nnc(SCCCN2C[C@@H]3C[C@]3(c3ccc(C(C)(C)C)cc3)C2)n1C. The result is 1 (blocker). (2) The molecule is CN[C@@H](C)[C@@H]1CCN(c2c(F)cc3c(=O)c(C(=O)O)cn(C4CC4)c3c2OC)C1. The result is 0 (non-blocker). (3) The result is 0 (non-blocker). The compound is CC(C)N1CCCC1CNC(=O)N1CCC(c2nc(-c3ccc4ccccc4n3)no2)CC1. (4) The drug is Nc1ccccc1NC(=O)c1ccc(N2CCN(C(=O)/C=C/c3ccc(F)cc3)CC2)cc1. The result is 0 (non-blocker). (5) The compound is Cc1nsc(-c2nnc3n2CCN(C(=O)c2cccc(F)c2)[C@@H]3C)n1. The result is 0 (non-blocker). (6) The compound is CC1=C(c2ccc(OCCCN3CCCC3)cc2)Oc2ccccc2S1(=O)=O. The result is 1 (blocker). (7) The molecule is N[C@H](Cc1cc(F)c(F)cc1F)C1CCN(C(=O)c2cnc3ncccn23)CC1. The result is 0 (non-blocker). (8) The molecule is COc1ccncc1-c1nnc(SCCCN2CCc3ccc(-c4cc(C)on4)cc3CC2)n1C. The result is 1 (blocker). (9) The molecule is CC(C)Oc1cc(Nc2nc3c(cc2F)ncn3[C@@H](CO)c2ccc(F)cn2)n[nH]1. The result is 0 (non-blocker).